This data is from Full USPTO retrosynthesis dataset with 1.9M reactions from patents (1976-2016). The task is: Predict the reactants needed to synthesize the given product. (1) Given the product [Cl:9][C:10]1[CH:27]=[CH:26][C:13]2[N:14]([C:19]([O:21][C:22]([CH3:23])([CH3:24])[CH3:25])=[O:20])[CH:15]([OH:18])[CH2:16][O:17][C:12]=2[CH:11]=1, predict the reactants needed to synthesize it. The reactants are: [Li+].[B-](CC)(CC)CC.[Cl:9][C:10]1[CH:27]=[CH:26][C:13]2[N:14]([C:19]([O:21][C:22]([CH3:25])([CH3:24])[CH3:23])=[O:20])[C:15](=[O:18])[CH2:16][O:17][C:12]=2[CH:11]=1.C([O-])([O-])=O.[Na+].[Na+].OO. (2) Given the product [F:29][CH:28]([F:30])[O:1][CH:2]1[CH2:7][CH2:6][N:5]([CH:8]=[O:9])[CH2:4][CH2:3]1, predict the reactants needed to synthesize it. The reactants are: [OH:1][CH:2]1[CH2:7][CH2:6][N:5]([CH:8]=[O:9])[CH2:4][CH2:3]1.[H-].[Na+].C1OCCOCCOCCOCCOC1.Cl[CH:28]([F:30])[F:29]. (3) Given the product [Br:12][C:7]1[C:8]([O:10][CH3:11])=[CH:9][C:2]([OH:1])=[C:3]([CH:6]=1)[CH:4]=[O:5], predict the reactants needed to synthesize it. The reactants are: [OH:1][C:2]1[CH:9]=[C:8]([O:10][CH3:11])[CH:7]=[CH:6][C:3]=1[CH:4]=[O:5].[Br:12]Br.O. (4) Given the product [CH:19]1([C:17]([N:13]2[C:14]3[C:9](=[C:8]([O:23][C:24]4[CH:25]=[CH:26][CH:27]=[CH:28][CH:29]=4)[C:7]([N:5]4[CH:6]=[C:2]([N:1]5[CH2:35][CH2:34][NH:33][CH2:32][CH2:31]5)[CH:3]=[N:4]4)=[CH:16][CH:15]=3)[CH2:10][CH2:11][C@@H:12]2[CH3:22])=[O:18])[CH2:20][CH2:21]1, predict the reactants needed to synthesize it. The reactants are: [NH2:1][C:2]1[CH:3]=[N:4][N:5]([C:7]2[C:8]([O:23][C:24]3[CH:29]=[CH:28][CH:27]=[CH:26][CH:25]=3)=[C:9]3[C:14](=[CH:15][CH:16]=2)[N:13]([C:17]([CH:19]2[CH2:21][CH2:20]2)=[O:18])[C@@H:12]([CH3:22])[CH2:11][CH2:10]3)[CH:6]=1.Br[CH2:31][CH2:32][NH:33][CH2:34][CH2:35]Br.[I-].[Na+].C(=O)([O-])[O-].[Cs+].[Cs+]. (5) Given the product [CH2:22]([C:19]1[CH:18]=[N:17][C:16]([N:13]2[CH2:14][CH2:15][CH:10]([CH2:9][C:7]3[O:8][C:4]4[CH:3]=[C:2]([C:35]5[CH2:40][CH2:39][N:38]([C:41]([O:43][C:44]([CH3:47])([CH3:46])[CH3:45])=[O:42])[CH2:37][CH:36]=5)[CH:26]=[CH:25][C:5]=4[N:6]=3)[CH2:11][CH2:12]2)=[N:21][CH:20]=1)[CH2:23][CH3:24], predict the reactants needed to synthesize it. The reactants are: Br[C:2]1[CH:26]=[CH:25][C:5]2[N:6]=[C:7]([CH2:9][CH:10]3[CH2:15][CH2:14][N:13]([C:16]4[N:21]=[CH:20][C:19]([CH2:22][CH2:23][CH3:24])=[CH:18][N:17]=4)[CH2:12][CH2:11]3)[O:8][C:4]=2[CH:3]=1.CC1(C)C(C)(C)OB([C:35]2[CH2:40][CH2:39][N:38]([C:41]([O:43][C:44]([CH3:47])([CH3:46])[CH3:45])=[O:42])[CH2:37][CH:36]=2)O1.C([O-])([O-])=O.[K+].[K+]. (6) Given the product [Cl:1][C:2]1[CH:3]=[CH:4][C:5]2[NH:11][C:10](=[O:12])[C@@H:9]([CH2:13][C:14]([O:16][CH:26]([CH3:28])[CH3:27])=[O:15])[S:8][C@H:7]([C:17]3[CH:22]=[CH:21][CH:20]=[CH:19][C:18]=3[O:30][CH3:29])[C:6]=2[CH:24]=1, predict the reactants needed to synthesize it. The reactants are: [Cl:1][C:2]1[CH:3]=[CH:4][C:5]2[NH:11][C:10](=[O:12])[C@@H:9]([CH2:13][C:14]([OH:16])=[O:15])[S:8][C@H:7]([C:17]3[CH:22]=[CH:21][CH:20]=[CH:19][C:18]=3Cl)[C:6]=2[CH:24]=1.I[CH:26]([CH3:28])[CH3:27].[C:29](=O)([O-])[O-:30].[K+].[K+]. (7) Given the product [C:2]1([CH:1]([C:9]2[CH:10]=[N:11][CH:12]=[CH:13][CH:14]=2)[OH:8])[CH:3]=[CH:4][CH:5]=[CH:6][CH:7]=1, predict the reactants needed to synthesize it. The reactants are: [C:1]([C:9]1[CH:10]=[N:11][CH:12]=[CH:13][CH:14]=1)(=[O:8])[C:2]1[CH:7]=[CH:6][CH:5]=[CH:4][CH:3]=1.[BH4-].[Na+]. (8) Given the product [OH:42][CH2:41][CH2:40][N:34]1[CH2:39][CH2:38][N:37]([C:1](=[NH:2])[C:3]2[CH:4]=[C:5]([NH:9][C:10](=[O:33])[NH:11][C:12]3[CH:17]=[CH:16][C:15]([S:18]([NH:21][CH2:22][C:23]4[CH:28]=[CH:27][C:26]([S:29](=[O:31])(=[O:32])[NH2:30])=[CH:25][CH:24]=4)(=[O:20])=[O:19])=[CH:14][CH:13]=3)[CH:6]=[CH:7][CH:8]=2)[CH2:36][CH2:35]1, predict the reactants needed to synthesize it. The reactants are: [C:1]([C:3]1[CH:4]=[C:5]([NH:9][C:10](=[O:33])[NH:11][C:12]2[CH:17]=[CH:16][C:15]([S:18]([NH:21][CH2:22][C:23]3[CH:28]=[CH:27][C:26]([S:29](=[O:32])(=[O:31])[NH2:30])=[CH:25][CH:24]=3)(=[O:20])=[O:19])=[CH:14][CH:13]=2)[CH:6]=[CH:7][CH:8]=1)#[N:2].[N:34]1([CH2:40][CH2:41][OH:42])[CH2:39][CH2:38][NH:37][CH2:36][CH2:35]1.